This data is from Full USPTO retrosynthesis dataset with 1.9M reactions from patents (1976-2016). The task is: Predict the reactants needed to synthesize the given product. Given the product [N+:13]([C:3]1[CH:4]=[C:5]([CH:11]=[CH:12][C:2]=1[NH:22][C:23]1[CH:28]=[CH:27][CH:26]=[CH:25][CH:24]=1)[C:6]([O:8][CH2:9][CH3:10])=[O:7])([O-:15])=[O:14], predict the reactants needed to synthesize it. The reactants are: Cl[C:2]1[CH:12]=[CH:11][C:5]([C:6]([O:8][CH2:9][CH3:10])=[O:7])=[CH:4][C:3]=1[N+:13]([O-:15])=[O:14].C([O-])([O-])=O.[K+].[K+].[NH2:22][C:23]1[CH:28]=[CH:27][CH:26]=[CH:25][CH:24]=1.